Dataset: Peptide-MHC class II binding affinity with 134,281 pairs from IEDB. Task: Regression. Given a peptide amino acid sequence and an MHC pseudo amino acid sequence, predict their binding affinity value. This is MHC class II binding data. (1) The MHC is DRB1_0701 with pseudo-sequence DRB1_0701. The peptide sequence is QHNHRPGYHTQTAGP. The binding affinity (normalized) is 0.0932. (2) The peptide sequence is IGYGKATLECQVQTA. The MHC is DRB1_0404 with pseudo-sequence DRB1_0404. The binding affinity (normalized) is 0.0847.